This data is from Catalyst prediction with 721,799 reactions and 888 catalyst types from USPTO. The task is: Predict which catalyst facilitates the given reaction. Reactant: [F:1][C:2]1[CH:13]=[CH:12][C:5]([CH2:6][N:7]2[CH:11]=[CH:10][CH:9]=[CH:8]2)=[CH:4][CH:3]=1.CN(C)[CH:16]=[C:17]([N:23]=[CH:24]N(C)C)[C:18]([O:20][CH2:21][CH3:22])=[O:19].FC(F)(F)C(O)=O. Product: [F:1][C:2]1[CH:13]=[CH:12][C:5]([CH2:6][N:7]2[C:11]3[CH:16]=[C:17]([C:18]([O:20][CH2:21][CH3:22])=[O:19])[N:23]=[CH:24][C:10]=3[CH:9]=[CH:8]2)=[CH:4][CH:3]=1. The catalyst class is: 15.